From a dataset of Full USPTO retrosynthesis dataset with 1.9M reactions from patents (1976-2016). Predict the reactants needed to synthesize the given product. (1) Given the product [C:19]([N:18]1[C:15]2[CH:16]=[CH:17][C:12]([Cl:11])=[CH:13][C:14]=2[CH:22]=[CH:23][C:8]2[CH:7]=[N:6][C:5]([Cl:10])=[CH:4][C:3]=2[CH2:2]1)(=[O:21])[CH3:20], predict the reactants needed to synthesize it. The reactants are: Br[CH2:2][C:3]1[C:8](I)=[CH:7][N:6]=[C:5]([Cl:10])[CH:4]=1.[Cl:11][C:12]1[CH:17]=[CH:16][C:15]([NH:18][C:19](=[O:21])[CH3:20])=[C:14]([CH:22]=[CH2:23])[CH:13]=1.C(N1C2C=CC=CC=2C=CC2N=C(Cl)C(F)=CC=2C1)(=O)C. (2) Given the product [F:1][C:2]1[CH:7]=[CH:6][CH:5]=[C:4]([N+:8]([O-:10])=[O:9])[C:3]=1[O:11][S:21]([C:20]([F:33])([F:32])[F:19])(=[O:23])=[O:22], predict the reactants needed to synthesize it. The reactants are: [F:1][C:2]1[CH:7]=[CH:6][CH:5]=[C:4]([N+:8]([O-:10])=[O:9])[C:3]=1[OH:11].C(N(CC)CC)C.[F:19][C:20]([F:33])([F:32])[S:21](O[S:21]([C:20]([F:33])([F:32])[F:19])(=[O:23])=[O:22])(=[O:23])=[O:22].[Cl-].[NH4+]. (3) Given the product [C:11]([O:10][C:8]([C:7]([CH2:27][CH:28]([CH3:30])[CH3:29])([CH2:6][C:4]([O:3][CH2:1][CH3:2])=[O:5])[C:15]([O:17][C:18]([CH3:20])([CH3:19])[CH3:21])=[O:16])=[O:9])([CH3:12])([CH3:13])[CH3:14], predict the reactants needed to synthesize it. The reactants are: [CH2:1]([O:3][C:4]([CH2:6][CH:7]([C:15]([O:17][C:18]([CH3:21])([CH3:20])[CH3:19])=[O:16])[C:8]([O:10][C:11]([CH3:14])([CH3:13])[CH3:12])=[O:9])=[O:5])[CH3:2].[H-].[Na+].[H][H].I[CH2:27][CH:28]([CH3:30])[CH3:29]. (4) Given the product [CH3:21][O:22][C:23](=[O:36])[CH2:24][C:25]1[CH:30]=[C:29]([S:31]([N:7]2[CH:6]([CH3:8])[CH2:5][N:4]([CH2:9][C:10]3[CH:15]=[CH:14][C:13]([O:16][C:17]([F:19])([F:20])[F:18])=[CH:12][CH:11]=3)[CH2:3][CH:2]2[CH3:1])(=[O:32])=[O:33])[CH:28]=[CH:27][C:26]=1[CH3:35], predict the reactants needed to synthesize it. The reactants are: [CH3:1][CH:2]1[NH:7][CH:6]([CH3:8])[CH2:5][N:4]([CH2:9][C:10]2[CH:15]=[CH:14][C:13]([O:16][C:17]([F:20])([F:19])[F:18])=[CH:12][CH:11]=2)[CH2:3]1.[CH3:21][O:22][C:23](=[O:36])[CH2:24][C:25]1[CH:30]=[C:29]([S:31](Cl)(=[O:33])=[O:32])[CH:28]=[CH:27][C:26]=1[CH3:35].C([O-])([O-])=O.[K+].[K+]. (5) The reactants are: N[C:2]1[CH:11]=[C:10]([F:12])[C:9]([CH3:13])=[C:8]2[C:3]=1[C:4](=[O:23])[C:5]([C:18]([O:20][CH2:21][CH3:22])=[O:19])=[CH:6][N:7]2[C@@H:14]1[CH2:16][C@@H:15]1[F:17].N([O-])=[O:25].[Na+].NC(N)=O.C(Cl)(Cl)Cl. Given the product [F:12][C:10]1[C:9]([CH3:13])=[C:8]2[C:3]([C:4](=[O:23])[C:5]([C:18]([O:20][CH2:21][CH3:22])=[O:19])=[CH:6][N:7]2[C@@H:14]2[CH2:16][C@@H:15]2[F:17])=[C:2]([OH:25])[CH:11]=1, predict the reactants needed to synthesize it. (6) Given the product [Br:1][C:2]1[C:7]([F:8])=[CH:6][C:5]2[NH:9][CH:13]=[N:10][C:4]=2[CH:3]=1, predict the reactants needed to synthesize it. The reactants are: [Br:1][C:2]1[CH:3]=[C:4]([NH2:10])[C:5]([NH2:9])=[CH:6][C:7]=1[F:8].[OH-].[Na+].[CH:13](O)=O.